Dataset: Peptide-MHC class II binding affinity with 134,281 pairs from IEDB. Task: Regression. Given a peptide amino acid sequence and an MHC pseudo amino acid sequence, predict their binding affinity value. This is MHC class II binding data. The peptide sequence is PVQEFTVPRTKYTAT. The MHC is DRB1_0901 with pseudo-sequence DRB1_0901. The binding affinity (normalized) is 0.386.